This data is from Catalyst prediction with 721,799 reactions and 888 catalyst types from USPTO. The task is: Predict which catalyst facilitates the given reaction. (1) Reactant: [F:1][C:2]1[C:20]2[C:19](=[O:21])[C:18]([C:22]([O:24]CC)=[O:23])=[CH:17][N:7]3[C@H:8]([C:11]4[CH:16]=[CH:15][CH:14]=[CH:13][CH:12]=4)[CH2:9][O:10][C:5]([C:6]=23)=[C:4]([NH:27][CH2:28][CH2:29][NH:30][C:31]2[CH:36]=[CH:35][CH:34]=[CH:33][N:32]=2)[C:3]=1[F:37].[OH-].[Na+].Cl.O. Product: [F:1][C:2]1[C:20]2[C:19](=[O:21])[C:18]([C:22]([OH:24])=[O:23])=[CH:17][N:7]3[C@H:8]([C:11]4[CH:16]=[CH:15][CH:14]=[CH:13][CH:12]=4)[CH2:9][O:10][C:5]([C:6]=23)=[C:4]([NH:27][CH2:28][CH2:29][NH:30][C:31]2[CH:36]=[CH:35][CH:34]=[CH:33][N:32]=2)[C:3]=1[F:37]. The catalyst class is: 14. (2) Reactant: P(Cl)(Cl)(Cl)=O.[CH2:6]([O:8][C:9]1[CH:14]=[CH:13][C:12]([C:15](=O)[CH3:16])=[CH:11][CH:10]=1)[CH3:7].[ClH:18].NO.NO.C[N:24]([CH:26]=O)C. Product: [Cl:18]/[C:15](/[C:12]1[CH:13]=[CH:14][C:9]([O:8][CH2:6][CH3:7])=[CH:10][CH:11]=1)=[CH:16]\[C:26]#[N:24]. The catalyst class is: 6. (3) Reactant: [OH:1][C:2]1[CH:22]=[CH:21][CH:20]=[CH:19][C:3]=1[CH2:4][NH:5][C:6]([NH:8][C:9]1[O:10][C:11]([C:14]2[O:15][CH:16]=[CH:17][CH:18]=2)=[N:12][N:13]=1)=[O:7].[Cl:23][C:24]1[N:29]=[C:28](Cl)[CH:27]=[CH:26][N:25]=1.[OH-].[Na+]. Product: [Cl:23][C:24]1[N:29]=[C:28]([O:1][C:2]2[CH:22]=[CH:21][CH:20]=[CH:19][C:3]=2[CH2:4][NH:5][C:6]([NH:8][C:9]2[O:10][C:11]([C:14]3[O:15][CH:16]=[CH:17][CH:18]=3)=[N:12][N:13]=2)=[O:7])[CH:27]=[CH:26][N:25]=1. The catalyst class is: 21. (4) Reactant: [Br:1][C:2]1[S:6][C:5]([NH:7][C:8](=[O:14])[O:9][C:10]([CH3:13])([CH3:12])[CH3:11])=[N:4][CH:3]=1.C(=O)([O-])[O-].[Cs+].[Cs+].[F:21][C:22]([C:25]1[CH:30]=[CH:29][C:28]([C@H:31]([O:46][Si:47]([C:50]([CH3:53])([CH3:52])[CH3:51])([CH3:49])[CH3:48])[C@H:32]2[CH2:36]OS(=O)(=O)[N:33]2[C:39]([O:41][C:42]([CH3:45])([CH3:44])[CH3:43])=[O:40])=[CH:27][CH:26]=1)([F:24])[CH3:23]. Product: [Br:1][C:2]1[S:6][C:5]([N:7]([CH2:36][C@@H:32]([NH:33][C:39]([O:41][C:42]([CH3:43])([CH3:45])[CH3:44])=[O:40])[C@@H:31]([O:46][Si:47]([C:50]([CH3:51])([CH3:52])[CH3:53])([CH3:49])[CH3:48])[C:28]2[CH:29]=[CH:30][C:25]([C:22]([F:24])([F:21])[CH3:23])=[CH:26][CH:27]=2)[C:8](=[O:14])[O:9][C:10]([CH3:11])([CH3:13])[CH3:12])=[N:4][CH:3]=1. The catalyst class is: 1. (5) Reactant: [NH:1]([C:7]([O:9][CH2:10][C:11]1[CH:16]=[CH:15][CH:14]=[CH:13][CH:12]=1)=[O:8])[C@H:2]([C:4]([OH:6])=O)[CH3:3].OC1C2N=NNC=2C=CC=1.C1CCC(N=C=NC2CCCCC2)CC1.Cl.[CH2:43]([O:45][C:46](=[O:49])[CH2:47][NH2:48])[CH3:44].C(N(CC)CC)C. Product: [NH:1]([C:7]([O:9][CH2:10][C:11]1[CH:16]=[CH:15][CH:14]=[CH:13][CH:12]=1)=[O:8])[C@H:2]([C:4]([NH:48][CH2:47][C:46]([O:45][CH2:43][CH3:44])=[O:49])=[O:6])[CH3:3]. The catalyst class is: 139. (6) Reactant: C[O:2][C:3]([C:5]1[N:6]=[C:7]([C:24]#[N:25])[C:8]2[C:13]([C:14]=1[OH:15])=[CH:12][CH:11]=[C:10]([O:16][C:17]1[CH:22]=[CH:21][CH:20]=[C:19]([Cl:23])[CH:18]=1)[CH:9]=2)=O.[NH2:26][CH2:27][C:28]([CH3:35])([CH3:34])[C:29]([O:31][CH2:32][CH3:33])=[O:30]. The catalyst class is: 14. Product: [CH2:32]([O:31][C:29](=[O:30])[C:28]([CH3:35])([CH3:34])[CH2:27][NH:26][C:3]([C:5]1[N:6]=[C:7]([C:24]#[N:25])[C:8]2[C:13]([C:14]=1[OH:15])=[CH:12][CH:11]=[C:10]([O:16][C:17]1[CH:22]=[CH:21][CH:20]=[C:19]([Cl:23])[CH:18]=1)[CH:9]=2)=[O:2])[CH3:33].